From a dataset of Peptide-MHC class II binding affinity with 134,281 pairs from IEDB. Regression. Given a peptide amino acid sequence and an MHC pseudo amino acid sequence, predict their binding affinity value. This is MHC class II binding data. (1) The peptide sequence is DMGFDAAAPAPEHQP. The MHC is HLA-DQA10101-DQB10501 with pseudo-sequence HLA-DQA10101-DQB10501. The binding affinity (normalized) is 0.153. (2) The peptide sequence is PTMLKKGMTTVLDFH. The MHC is HLA-DQA10303-DQB10402 with pseudo-sequence HLA-DQA10303-DQB10402. The binding affinity (normalized) is 0.